From a dataset of Blood-brain barrier penetration binary classification data from Martins et al.. Regression/Classification. Given a drug SMILES string, predict its absorption, distribution, metabolism, or excretion properties. Task type varies by dataset: regression for continuous measurements (e.g., permeability, clearance, half-life) or binary classification for categorical outcomes (e.g., BBB penetration, CYP inhibition). Dataset: bbb_martins. The drug is NCC1(CC(=O)O)CCCCC1. The result is 1 (penetrates BBB).